This data is from Forward reaction prediction with 1.9M reactions from USPTO patents (1976-2016). The task is: Predict the product of the given reaction. (1) Given the reactants Br[C:2]1[CH:14]=[CH:13][C:12]2[C:11]3[C:6](=[CH:7][CH:8]=[CH:9][CH:10]=3)[C:5]([CH3:16])([CH3:15])[C:4]=2[CH:3]=1.[CH3:17][C:18]1([CH3:34])[C:22]([CH3:24])([CH3:23])[O:21][B:20]([B:20]2[O:21][C:22]([CH3:24])([CH3:23])[C:18]([CH3:34])([CH3:17])[O:19]2)[O:19]1.C([O-])(=O)C.[K+], predict the reaction product. The product is: [CH3:17][C:18]1([CH3:34])[C:22]([CH3:24])([CH3:23])[O:21][B:20]([C:2]2[CH:14]=[CH:13][C:12]3[C:11]4[C:6](=[CH:7][CH:8]=[CH:9][CH:10]=4)[C:5]([CH3:16])([CH3:15])[C:4]=3[CH:3]=2)[O:19]1. (2) Given the reactants Cl[C:2]1[CH:3]=[CH:4][C:5]2[N:6]([C:8]([C:11]([F:14])([F:13])[F:12])=[N:9][N:10]=2)[N:7]=1.[Br:15][C:16]1[CH:21]=[CH:20][C:19]([C@H:22]([N:24]2[CH2:29][CH2:28][NH:27][CH2:26][CH2:25]2)[CH3:23])=[CH:18][CH:17]=1.CCN(C(C)C)C(C)C, predict the reaction product. The product is: [Br:15][C:16]1[CH:21]=[CH:20][C:19]([C@H:22]([N:24]2[CH2:25][CH2:26][N:27]([C:2]3[CH:3]=[CH:4][C:5]4[N:6]([C:8]([C:11]([F:14])([F:13])[F:12])=[N:9][N:10]=4)[N:7]=3)[CH2:28][CH2:29]2)[CH3:23])=[CH:18][CH:17]=1. (3) Given the reactants Cl.[N+:2]([C:5]1[CH:10]=[CH:9][C:8]([C:11]2[CH:12]=[C:13]3[C:18](=[CH:19][CH:20]=2)[CH:17]=[C:16]([O:21][CH2:22][CH2:23][O:24][CH2:25][CH2:26][O:27][CH2:28][CH2:29][OH:30])[CH:15]=[CH:14]3)=[CH:7][CH:6]=1)([O-])=O.[OH-].[Na+], predict the reaction product. The product is: [NH2:2][C:5]1[CH:6]=[CH:7][C:8]([C:11]2[CH:12]=[C:13]3[C:18](=[CH:19][CH:20]=2)[CH:17]=[C:16]([O:21][CH2:22][CH2:23][O:24][CH2:25][CH2:26][O:27][CH2:28][CH2:29][OH:30])[CH:15]=[CH:14]3)=[CH:9][CH:10]=1. (4) Given the reactants C([N-][CH:5]([CH3:7])[CH3:6])(C)C.[Li+].C(NC(C)C)(C)C.C([Li])CCC.[C:21]([O:25][C:26]([CH:28]1[CH2:30][CH2:29]1)=[O:27])([CH3:24])([CH3:23])[CH3:22].C(Br)C=C.[Cl-].[NH4+], predict the reaction product. The product is: [C:21]([O:25][C:26]([C:28]1([CH2:7][CH:5]=[CH2:6])[CH2:30][CH2:29]1)=[O:27])([CH3:24])([CH3:23])[CH3:22]. (5) Given the reactants [C:1]([O:5][C:6](=[O:32])[NH:7][C:8]1[S:9][C:10]2[CH:16]=[C:15]([CH2:17][C:18]3[CH:23]=[CH:22][C:21]([NH2:24])=[CH:20][CH:19]=3)[CH:14]=[C:13]([C:25]3[CH:30]=[CH:29][CH:28]=[C:27]([Cl:31])[CH:26]=3)[C:11]=2[N:12]=1)([CH3:4])([CH3:3])[CH3:2].[CH3:33][S:34](Cl)(=[O:36])=[O:35].O, predict the reaction product. The product is: [C:1]([O:5][C:6](=[O:32])[NH:7][C:8]1[S:9][C:10]2[CH:16]=[C:15]([CH2:17][C:18]3[CH:23]=[CH:22][C:21]([NH:24][S:34]([CH3:33])(=[O:36])=[O:35])=[CH:20][CH:19]=3)[CH:14]=[C:13]([C:25]3[CH:30]=[CH:29][CH:28]=[C:27]([Cl:31])[CH:26]=3)[C:11]=2[N:12]=1)([CH3:4])([CH3:2])[CH3:3].